The task is: Predict which catalyst facilitates the given reaction.. This data is from Catalyst prediction with 721,799 reactions and 888 catalyst types from USPTO. (1) Reactant: [NH:1]1[CH2:5][CH2:4][CH2:3][CH2:2]1.C(N(CC)CC)C.Cl[C:14](=[O:20])[C:15]([O:17]CC)=O.[CH3:21][C:22]([CH3:24])=[O:23].CC(C)([O-])C.[K+].C(O)(=O)C. Product: [N:1]1([C:15](=[O:17])[C:14](=[O:20])[CH2:21][C:22](=[O:23])[CH3:24])[CH2:5][CH2:4][CH2:3][CH2:2]1. The catalyst class is: 385. (2) Reactant: [Cl:1][C:2]1[C:3]([C:23]#[C:24][C:25]2[CH:30]=[CH:29][CH:28]=[CH:27][C:26]=2[F:31])=[CH:4][C:5]2[N:9]=[C:8]([O:10][C:11]3[CH:12]=[CH:13][C:14]([CH3:21])=[C:15]([CH:20]=3)[C:16]([O:18]C)=[O:17])[NH:7][C:6]=2[CH:22]=1.[OH-].[Na+]. Product: [Cl:1][C:2]1[C:3]([C:23]#[C:24][C:25]2[CH:30]=[CH:29][CH:28]=[CH:27][C:26]=2[F:31])=[CH:4][C:5]2[N:9]=[C:8]([O:10][C:11]3[CH:12]=[CH:13][C:14]([CH3:21])=[C:15]([CH:20]=3)[C:16]([OH:18])=[O:17])[NH:7][C:6]=2[CH:22]=1. The catalyst class is: 24. (3) Reactant: Cl.C([O:5][C:6]1[CH:11]=[CH:10][C:9]([C:12](=[O:23])[NH:13][C:14]2[S:15][CH:16]=[C:17]([S:19]([CH3:22])(=[O:21])=[O:20])[N:18]=2)=[CH:8][CH:7]=1)(=O)C. Product: [OH:5][C:6]1[CH:11]=[CH:10][C:9]([C:12]([NH:13][C:14]2[S:15][CH:16]=[C:17]([S:19]([CH3:22])(=[O:21])=[O:20])[N:18]=2)=[O:23])=[CH:8][CH:7]=1. The catalyst class is: 7. (4) Reactant: [F:1][C:2]([F:12])([F:11])[C:3]1[CH:10]=[CH:9][CH:8]=[CH:7][C:4]=1[CH:5]=O.F[B-](F)(F)F.[CH:18]1([S+](C2C=CC=CC=2)C2C=CC=CC=2)[CH2:20][CH2:19]1.CC([O-:38])(C)C.[K+]. Product: [F:1][C:2]([F:12])([F:11])[C:3]1[CH:10]=[CH:9][CH:8]=[CH:7][C:4]=1[CH:5]1[CH2:20][CH2:18][C:19]1=[O:38]. The catalyst class is: 1. (5) Reactant: [CH3:1][S:2](Cl)(=[O:4])=[O:3].[F:6][C:7]([F:26])([F:25])[C:8]1[CH:9]=[C:10]([S:14]([N:17]2[CH2:22][CH2:21][CH2:20][CH2:19][CH:18]2[CH2:23][OH:24])(=[O:16])=[O:15])[CH:11]=[CH:12][CH:13]=1.C(N(CC)CC)C. Product: [CH3:1][S:2]([O:24][CH2:23][CH:18]1[CH2:19][CH2:20][CH2:21][CH2:22][N:17]1[S:14]([C:10]1[CH:11]=[CH:12][CH:13]=[C:8]([C:7]([F:6])([F:25])[F:26])[CH:9]=1)(=[O:15])=[O:16])(=[O:4])=[O:3]. The catalyst class is: 2. (6) Reactant: Br[C:2]1[C:3]([CH2:15][O:16][C:17]2[CH:22]=[CH:21][C:20]([N:23]3[C:27]([CH3:28])=[C:26]([CH3:29])[C:25]([CH3:30])=[N:24]3)=[CH:19][C:18]=2[CH3:31])=[C:4]([N:8]2[C:12](=[O:13])[N:11]([CH3:14])[N:10]=[N:9]2)[CH:5]=[CH:6][CH:7]=1.[CH3:32][Si:33]([C:36]#[CH:37])([CH3:35])[CH3:34].C(P(C(C)(C)C)C(C)(C)C)(C)(C)C.P([O-])([O-])([O-])=O.[K+].[K+].[K+]. Product: [CH3:31][C:18]1[CH:19]=[C:20]([N:23]2[C:27]([CH3:28])=[C:26]([CH3:29])[C:25]([CH3:30])=[N:24]2)[CH:21]=[CH:22][C:17]=1[O:16][CH2:15][C:3]1[C:2]([C:37]#[C:36][Si:33]([CH3:35])([CH3:34])[CH3:32])=[CH:7][CH:6]=[CH:5][C:4]=1[N:8]1[C:12](=[O:13])[N:11]([CH3:14])[N:10]=[N:9]1. The catalyst class is: 127. (7) Reactant: CO[C:3](=[O:13])[C:4]1[C:9]([I:10])=[CH:8][CH:7]=[CH:6][C:5]=1[CH2:11]Br.[O:14]([C:21]1[CH:26]=[CH:25][C:24]([CH2:27][CH2:28][CH2:29][NH2:30])=[CH:23][CH:22]=1)[C:15]1[CH:20]=[CH:19][CH:18]=[CH:17][CH:16]=1.C([O-])([O-])=O.[K+].[K+].C(OCC)(=O)C. Product: [I:10][C:9]1[CH:8]=[CH:7][CH:6]=[C:5]2[C:4]=1[C:3](=[O:13])[N:30]([CH2:29][CH2:28][CH2:27][C:24]1[CH:25]=[CH:26][C:21]([O:14][C:15]3[CH:20]=[CH:19][CH:18]=[CH:17][CH:16]=3)=[CH:22][CH:23]=1)[CH2:11]2. The catalyst class is: 345.